Dataset: Merck oncology drug combination screen with 23,052 pairs across 39 cell lines. Task: Regression. Given two drug SMILES strings and cell line genomic features, predict the synergy score measuring deviation from expected non-interaction effect. (1) Drug 1: NC(=O)c1cccc2cn(-c3ccc(C4CCCNC4)cc3)nc12. Drug 2: COC1=C2CC(C)CC(OC)C(O)C(C)C=C(C)C(OC(N)=O)C(OC)C=CC=C(C)C(=O)NC(=CC1=O)C2=O. Cell line: UWB1289BRCA1. Synergy scores: synergy=1.82. (2) Drug 1: NC1(c2ccc(-c3nc4ccn5c(=O)[nH]nc5c4cc3-c3ccccc3)cc2)CCC1. Drug 2: NC1CCCCC1N.O=C(O)C(=O)O.[Pt+2]. Cell line: LNCAP. Synergy scores: synergy=-17.7. (3) Drug 1: O=S1(=O)NC2(CN1CC(F)(F)F)C1CCC2Cc2cc(C=CCN3CCC(C(F)(F)F)CC3)ccc2C1. Drug 2: Nc1ccn(C2OC(CO)C(O)C2(F)F)c(=O)n1. Cell line: NCIH23. Synergy scores: synergy=-5.80.